From a dataset of Catalyst prediction with 721,799 reactions and 888 catalyst types from USPTO. Predict which catalyst facilitates the given reaction. (1) Reactant: [NH2:1][C:2]1[N:7]=[CH:6][N:5]=[C:4]2[N:8]([CH2:25][C@H:26]([NH:28][C:29](=[O:45])[C:30]([C:43]#[N:44])=[CH:31][C:32]([NH:35]C(=O)OC(C)(C)C)([CH3:34])[CH3:33])[CH3:27])[N:9]=[C:10]([C:11]3[CH:16]=[CH:15][C:14]([O:17][C:18]4[CH:23]=[CH:22][CH:21]=[CH:20][CH:19]=4)=[CH:13][C:12]=3[F:24])[C:3]=12.[ClH:46].C(OCC)C. Product: [ClH:46].[NH2:35][C:32]([CH3:33])([CH3:34])[CH:31]=[C:30]([C:43]#[N:44])[C:29]([NH:28][C@H:26]([CH3:27])[CH2:25][N:8]1[C:4]2=[N:5][CH:6]=[N:7][C:2]([NH2:1])=[C:3]2[C:10]([C:11]2[CH:16]=[CH:15][C:14]([O:17][C:18]3[CH:23]=[CH:22][CH:21]=[CH:20][CH:19]=3)=[CH:13][C:12]=2[F:24])=[N:9]1)=[O:45]. The catalyst class is: 71. (2) Reactant: [Cl:1][C:2]1[N:3]=[C:4]2[CH:12]=[C:11]([Cl:13])[CH:10]=[N:9][C:5]2=[N:6][C:7]=1Cl.[CH3:14][C@H:15]1[CH2:20][NH:19][CH2:18][CH2:17][N:16]1[C:21]([O:23][C:24]([CH3:27])([CH3:26])[CH3:25])=[O:22].[NH4+].[Cl-]. Product: [Cl:1][C:2]1[N:3]=[C:4]2[CH:12]=[C:11]([Cl:13])[CH:10]=[N:9][C:5]2=[N:6][C:7]=1[N:19]1[CH2:18][CH2:17][N:16]([C:21]([O:23][C:24]([CH3:27])([CH3:26])[CH3:25])=[O:22])[C@@H:15]([CH3:14])[CH2:20]1. The catalyst class is: 2. (3) Reactant: [NH2:1][CH:2]([C:5]([OH:7])=[O:6])[CH2:3][OH:4].Cl.[CH2:9](N(CC)CC)C.[CH3:16][O:17][C:18]1[CH:23]=[CH:22][C:21]([CH2:24][C:25](Cl)=[O:26])=[CH:20][CH:19]=1. Product: [CH3:9][O:6][C:5](=[O:7])[CH:2]([NH:1][C:25](=[O:26])[CH2:24][C:21]1[CH:22]=[CH:23][C:18]([O:17][CH3:16])=[CH:19][CH:20]=1)[CH2:3][OH:4]. The catalyst class is: 4. (4) Reactant: C([O:8][C:9]([C@@H:11]1[CH2:15][CH2:14][CH2:13][N:12]1[C:16](=[O:29])[C@H:17]([NH:24][C:25]([O:27][CH3:28])=[O:26])[C:18]1[CH:23]=[CH:22][CH:21]=[CH:20][CH:19]=1)=[O:10])C1C=CC=CC=1. Product: [CH3:28][O:27][C:25]([NH:24][C@H:17]([C:18]1[CH:19]=[CH:20][CH:21]=[CH:22][CH:23]=1)[C:16]([N:12]1[CH2:13][CH2:14][CH2:15][C@H:11]1[C:9]([OH:10])=[O:8])=[O:29])=[O:26]. The catalyst class is: 541.